This data is from Forward reaction prediction with 1.9M reactions from USPTO patents (1976-2016). The task is: Predict the product of the given reaction. (1) Given the reactants [O:1]1[CH2:6][CH2:5][N:4]([C:7]2[CH:8]=[N:9][CH:10]=[C:11]([N+:14]([O-])=O)[C:12]=2[NH2:13])[CH2:3][CH2:2]1, predict the reaction product. The product is: [O:1]1[CH2:6][CH2:5][N:4]([C:7]2[C:12]([NH2:13])=[C:11]([NH2:14])[CH:10]=[N:9][CH:8]=2)[CH2:3][CH2:2]1. (2) Given the reactants C[N+]1([O-])CCOCC1.[CH3:9][C:10]1([CH3:39])[CH2:19][CH2:18][C:17]2[C:12](=[CH:13][CH:14]=[C:15]([C:20]([O:34][Si](C)(C)C)=[CH:21][C:22]3[CH:27]=[C:26]([O:28][CH3:29])[C:25]([O:30][CH3:31])=[C:24]([O:32][CH3:33])[CH:23]=3)[CH:16]=2)[O:11]1, predict the reaction product. The product is: [CH3:9][C:10]1([CH3:39])[CH2:19][CH2:18][C:17]2[C:12](=[CH:13][CH:14]=[C:15]([C:20](=[O:34])[CH2:21][C:22]3[CH:27]=[C:26]([O:28][CH3:29])[C:25]([O:30][CH3:31])=[C:24]([O:32][CH3:33])[CH:23]=3)[CH:16]=2)[O:11]1. (3) Given the reactants C([N-]C(C)C)(C)C.[Li+].[F:9][C:10]1[CH:15]=[CH:14][CH:13]=[CH:12][N:11]=1.Cl[C:17]([O:19][CH3:20])=[O:18].O, predict the reaction product. The product is: [F:9][C:10]1[C:15]([C:17]([O:19][CH3:20])=[O:18])=[CH:14][CH:13]=[CH:12][N:11]=1. (4) Given the reactants Br[C:2]1[CH:3]=[C:4]([C:20]#[N:21])[C:5]2[CH:6]=[N:7][N:8]([S:11]([C:14]3[CH:19]=[CH:18][CH:17]=[CH:16][CH:15]=3)(=[O:13])=[O:12])[C:9]=2[CH:10]=1.CC1(C)C(C)(C)OB([C:30]2[CH:38]=[CH:37][CH:36]=[C:35]3[C:31]=2[CH:32]=[CH:33][N:34]3[C:39]([O:41][C:42]([CH3:45])([CH3:44])[CH3:43])=[O:40])O1.[O-]P([O-])([O-])=O.[K+].[K+].[K+].O1CCOCC1, predict the reaction product. The product is: [C:20]([C:4]1[CH:3]=[C:2]([C:30]2[CH:38]=[CH:37][CH:36]=[C:35]3[C:31]=2[CH:32]=[CH:33][N:34]3[C:39]([O:41][C:42]([CH3:45])([CH3:44])[CH3:43])=[O:40])[CH:10]=[C:9]2[C:5]=1[CH:6]=[N:7][N:8]2[S:11]([C:14]1[CH:19]=[CH:18][CH:17]=[CH:16][CH:15]=1)(=[O:13])=[O:12])#[N:21]. (5) Given the reactants [CH3:1][C:2]([C:4]1[CH:5]=[CH:6][C:7]([OH:10])=[CH:8][CH:9]=1)=[O:3].[CH2:11](Cl)[C:12]1[CH:17]=[CH:16][CH:15]=[CH:14][CH:13]=1.[I-].[Na+].C(=O)([O-])[O-].[K+].[K+], predict the reaction product. The product is: [CH2:11]([O:10][C:7]1[CH:8]=[CH:9][C:4]([C:2](=[O:3])[CH3:1])=[CH:5][CH:6]=1)[C:12]1[CH:17]=[CH:16][CH:15]=[CH:14][CH:13]=1. (6) Given the reactants [O:1]=[C:2]([CH3:25])[CH2:3][C:4]1[CH:24]=[CH:23][C:7]([O:8][CH2:9][CH2:10][CH2:11][N:12]2[C:20](=[O:21])[C:19]3[C:14](=[CH:15][CH:16]=[CH:17][CH:18]=3)[C:13]2=[O:22])=[CH:6][CH:5]=1.CO[CH:28](OC)[N:29]([CH3:31])[CH3:30], predict the reaction product. The product is: [CH3:28][N:29]([CH:31]=[C:3]([C:4]1[CH:5]=[CH:6][C:7]([O:8][CH2:9][CH2:10][CH2:11][N:12]2[C:20](=[O:21])[C:19]3[C:14](=[CH:15][CH:16]=[CH:17][CH:18]=3)[C:13]2=[O:22])=[CH:23][CH:24]=1)[C:2](=[O:1])[CH3:25])[CH3:30].